Dataset: Reaction yield outcomes from USPTO patents with 853,638 reactions. Task: Predict the reaction yield, written as a fraction of the theoretical maximum amount of product (1.0 means a 100% yield; for example, 0.34 means a 34% yield). (1) The reactants are [CH2:1](Br)[CH2:2][C:3]1[CH:8]=[CH:7][CH:6]=[CH:5][CH:4]=1.[NH2:10][C:11]1[C:28]([CH3:29])=[CH:27][C:14]([O:15][CH2:16][C:17]([N:19]([CH3:26])[CH:20]2[CH2:25][CH2:24][NH:23][CH2:22][CH2:21]2)=[O:18])=[C:13]([CH3:30])[C:12]=1[CH3:31].C(N(CC)CC)C.[Cl-].[NH4+]. The catalyst is C(#N)C. The product is [NH2:10][C:11]1[C:28]([CH3:29])=[CH:27][C:14]([O:15][CH2:16][C:17]([N:19]([CH3:26])[CH:20]2[CH2:25][CH2:24][N:23]([CH2:1][CH2:2][C:3]3[CH:8]=[CH:7][CH:6]=[CH:5][CH:4]=3)[CH2:22][CH2:21]2)=[O:18])=[C:13]([CH3:30])[C:12]=1[CH3:31]. The yield is 0.830. (2) The reactants are [N+:1]([C:4]1[CH:5]=[N:6][NH:7][CH:8]=1)([O-:3])=[O:2].CC([O-])(C)C.[K+].Cl[CH2:16][C:17]1[C:18]([CH3:23])=[N:19][O:20][C:21]=1[CH3:22].O. The catalyst is CN(C=O)C. The product is [CH3:23][C:18]1[C:17]([CH2:16][N:6]2[CH:5]=[C:4]([N+:1]([O-:3])=[O:2])[CH:8]=[N:7]2)=[C:21]([CH3:22])[O:20][N:19]=1. The yield is 0.780. (3) The catalyst is C1COCC1.[Pd]. The product is [O:10]=[C:8]1[N:7]([C:11]2[CH:12]=[CH:13][C:14]3[C:20](=[O:21])[CH2:19][CH2:18][CH2:17][O:16][C:15]=3[CH:22]=2)[CH2:6][C@H:5]([CH2:4][NH:1][C:23](=[O:25])[CH3:24])[O:9]1. The reactants are [N:1]([CH2:4][C@@H:5]1[O:9][C:8](=[O:10])[N:7]([C:11]2[CH:12]=[CH:13][C:14]3[C:20](=[O:21])[CH2:19][CH2:18][CH2:17][O:16][C:15]=3[CH:22]=2)[CH2:6]1)=[N+]=[N-].[C:23](OC(=O)C)(=[O:25])[CH3:24].CC(O)=O.ClCCl. The yield is 0.650. (4) The reactants are Cl[C:2]1[CH:7]=[C:6]([N:8]2[CH2:13][CH2:12][N:11]([C:14]([O:16][C:17]([CH3:20])([CH3:19])[CH3:18])=[O:15])[CH2:10][CH2:9]2)[CH:5]=[CH:4][N:3]=1.[C:21]1(OB(O)O)[CH:26]=[CH:25][CH:24]=[CH:23][CH:22]=1.P([O-])([O-])([O-])=O.[K+].[K+].[K+]. The catalyst is C1(C)C=CC=CC=1.C1(P(C2C=CC=CC=2)C2C3OC4C(=CC=CC=4P(C4C=CC=CC=4)C4C=CC=CC=4)C(C)(C)C=3C=CC=2)C=CC=CC=1. The product is [C:21]1([C:2]2[CH:7]=[C:6]([N:8]3[CH2:13][CH2:12][N:11]([C:14]([O:16][C:17]([CH3:20])([CH3:19])[CH3:18])=[O:15])[CH2:10][CH2:9]3)[CH:5]=[CH:4][N:3]=2)[CH:26]=[CH:25][CH:24]=[CH:23][CH:22]=1. The yield is 0.440.